This data is from Forward reaction prediction with 1.9M reactions from USPTO patents (1976-2016). The task is: Predict the product of the given reaction. (1) Given the reactants [NH2:1][C:2]1[C:3]([C:16]([O:18]CC)=[O:17])=[N:4][CH:5]=[C:6]([CH2:8][C:9]2[CH:14]=[CH:13][C:12]([F:15])=[CH:11][CH:10]=2)[CH:7]=1.C([O-])([O-])=O.[Cs+].[Cs+].N[C:28]1[CH:38]=[CH:37][C:31]([C:32]([N:34]([CH3:36])[CH3:35])=[O:33])=[CH:30][CH:29]=1.CC(C)([O-])C.[Na+], predict the reaction product. The product is: [CH3:35][N:34]([CH3:36])[C:32]([C:31]1[CH:37]=[CH:38][C:28]([NH:1][C:2]2[C:3]([C:16]([OH:18])=[O:17])=[N:4][CH:5]=[C:6]([CH2:8][C:9]3[CH:10]=[CH:11][C:12]([F:15])=[CH:13][CH:14]=3)[CH:7]=2)=[CH:29][CH:30]=1)=[O:33]. (2) Given the reactants [OH-].[K+].[NH:3]1[CH2:8][CH2:7][CH2:6][CH2:5][C:4]1=[O:9].I[CH2:11][CH:12]([CH3:14])[CH3:13], predict the reaction product. The product is: [CH2:11]([N:3]1[CH2:8][CH2:7][CH2:6][CH2:5][C:4]1=[O:9])[CH:12]([CH3:14])[CH3:13].